From a dataset of Forward reaction prediction with 1.9M reactions from USPTO patents (1976-2016). Predict the product of the given reaction. (1) Given the reactants [OH-].[Na+].[I-].[Na+].[NH:5]1[CH:9]=[CH:8][N:7]=[N:6]1.CS([O-])(=O)=O.[CH3:15][C:16](O)([CH2:18][CH3:19])C, predict the reaction product. The product is: [CH2:19]([N:5]1[CH:9]=[CH:8][N:7]=[N:6]1)[CH2:18][C:16]#[CH:15]. (2) Given the reactants Br[C:2]1[CH:7]=[C:6]([C:8]([O:12][CH3:13])([O:10][CH3:11])[CH3:9])[CH:5]=[C:4]([C:14]([CH3:17])([CH3:16])[CH3:15])[C:3]=1[O:18][CH3:19].[NH:20]1[CH2:25][CH2:24][O:23][CH2:22][CH2:21]1.CC(C)([O-])C.[Na+], predict the reaction product. The product is: [C:14]([C:4]1[C:3]([O:18][CH3:19])=[C:2]([N:20]2[CH2:25][CH2:24][O:23][CH2:22][CH2:21]2)[CH:7]=[C:6]([C:8]([O:12][CH3:13])([O:10][CH3:11])[CH3:9])[CH:5]=1)([CH3:17])([CH3:16])[CH3:15]. (3) Given the reactants [Cl:1][C:2]1[C:3]([CH3:26])=[N:4][C:5]2[N:6]([N:9]=[C:10]3[CH2:14][N:13]([C:15]([C:17]4[CH:22]=[CH:21][CH:20]=[CH:19][C:18]=4[CH:23](Cl)[CH3:24])=[O:16])[CH2:12][C:11]=23)[C:7]=1[CH3:8].[C:27]([N:34]1[CH2:39][CH2:38][NH:37][CH2:36][CH2:35]1)([O:29][C:30]([CH3:33])([CH3:32])[CH3:31])=[O:28].C(=O)([O-])[O-].[K+].[K+], predict the reaction product. The product is: [C:30]([O:29][C:27]([N:34]1[CH2:39][CH2:38][N:37]([CH:23]([C:18]2[CH:19]=[CH:20][CH:21]=[CH:22][C:17]=2[C:15]([N:13]2[CH2:12][C:11]3[C:10](=[N:9][N:6]4[C:7]([CH3:8])=[C:2]([Cl:1])[C:3]([CH3:26])=[N:4][C:5]4=3)[CH2:14]2)=[O:16])[CH3:24])[CH2:36][CH2:35]1)=[O:28])([CH3:33])([CH3:31])[CH3:32]. (4) Given the reactants C(OC([NH:8][O:9][CH2:10][C:11]([O:13][CH:14]([CH2:17][CH3:18])[CH2:15][CH3:16])=[O:12])=O)(C)(C)C.C(O)(C(F)(F)F)=O, predict the reaction product. The product is: [NH2:8][O:9][CH2:10][C:11]([O:13][CH:14]([CH2:17][CH3:18])[CH2:15][CH3:16])=[O:12]. (5) The product is: [F:1][C:2]([F:31])([C:15]([F:29])([F:30])[C:16]([F:27])([F:28])[C:17]([F:25])([F:26])[C:18]([F:23])([F:24])[C:19]([F:20])([F:21])[F:22])[CH2:3][CH2:4][S:5][CH2:6][CH:37]([S:45][S:46][C:47]1[S:48][C:49]2[CH:55]=[CH:54][CH:53]=[CH:52][C:50]=2[N:51]=1)[CH:32]=[CH2:34]. Given the reactants [F:1][C:2]([F:31])([C:15]([F:30])([F:29])[C:16]([F:28])([F:27])[C:17]([F:26])([F:25])[C:18]([F:24])([F:23])[C:19]([F:22])([F:21])[F:20])[CH2:3][CH2:4][S:5][CH2:6]C(SC(=O)SC)C=C.[CH2:32]([CH2:34]N)O.S1C2C=CC=CC=2N=[C:37]1[S:45][S:46][C:47]1[S:48][C:49]2[CH:55]=[CH:54][CH:53]=[CH:52][C:50]=2[N:51]=1, predict the reaction product. (6) Given the reactants [O-]S([O-])(=O)=O.[Mg+2].[C:7]([O:11][C:12]([N:14]([CH2:21][CH2:22][CH2:23][CH2:24][C:25]1[CH:30]=[CH:29][C:28]([NH2:31])=[CH:27][CH:26]=1)[C:15]1[CH:20]=[CH:19][CH:18]=[CH:17][N:16]=1)=[O:13])([CH3:10])([CH3:9])[CH3:8].[CH:32](=O)[C:33]1[CH:38]=[CH:37][CH:36]=[CH:35][CH:34]=1.B(F)(F)F.CCOCC.Br[CH2:50][C:51]([O:53][C:54]([CH3:57])([CH3:56])[CH3:55])=[O:52].C1COCC1, predict the reaction product. The product is: [C:33]1([CH:32]([NH:31][C:28]2[CH:27]=[CH:26][C:25]([CH2:24][CH2:23][CH2:22][CH2:21][N:14]([C:12]([O:11][C:7]([CH3:10])([CH3:8])[CH3:9])=[O:13])[C:15]3[CH:20]=[CH:19][CH:18]=[CH:17][N:16]=3)=[CH:30][CH:29]=2)[CH2:50][C:51]([O:53][C:54]([CH3:57])([CH3:56])[CH3:55])=[O:52])[CH:38]=[CH:37][CH:36]=[CH:35][CH:34]=1.